Task: Predict the product of the given reaction.. Dataset: Forward reaction prediction with 1.9M reactions from USPTO patents (1976-2016) (1) Given the reactants CC1(C)CCCC(C)(C)N1.C([Li])CCC.[C:16]([O:20][C:21]1[CH:26]=[N:25][CH:24]=[CH:23][N:22]=1)([CH3:19])([CH3:18])[CH3:17].CN(C)[CH:29]=[O:30], predict the reaction product. The product is: [C:16]([O:20][C:21]1[C:26]([CH:29]=[O:30])=[N:25][CH:24]=[CH:23][N:22]=1)([CH3:19])([CH3:17])[CH3:18]. (2) Given the reactants [CH3:1][C:2]1[CH:3]=[C:4]([CH:7]=[CH:8][C:9]=1[N+:10]([O-:12])=[O:11])[CH2:5]Cl.[F:13][C:14]([F:32])([C:28]([F:31])([F:30])[F:29])[C:15]([S:18][C:19]1[N:23]=[C:22]([C:24]([F:27])([F:26])[F:25])[NH:21][N:20]=1)([F:17])[F:16].C1OCCOCCOCCOCCOCCOC1.C(=O)([O-])[O-].[K+].[K+], predict the reaction product. The product is: [F:32][C:14]([F:13])([C:28]([F:29])([F:30])[F:31])[C:15]([S:18][C:19]1[N:23]=[C:22]([C:24]([F:25])([F:27])[F:26])[N:21]([CH2:5][C:4]2[CH:7]=[CH:8][C:9]([N+:10]([O-:12])=[O:11])=[C:2]([CH3:1])[CH:3]=2)[N:20]=1)([F:16])[F:17]. (3) Given the reactants [F:1][C:2]([F:28])([F:27])[C:3]1[CH:4]=[C:5]([CH:20]=[C:21]([C:23]([F:26])([F:25])[F:24])[CH:22]=1)[CH2:6][O:7][CH2:8][C:9]1([C:14]2[CH:19]=[CH:18][CH:17]=[CH:16][CH:15]=2)OCC[O:10]1.Cl, predict the reaction product. The product is: [F:1][C:2]([F:27])([F:28])[C:3]1[CH:4]=[C:5]([CH:20]=[C:21]([C:23]([F:25])([F:26])[F:24])[CH:22]=1)[CH2:6][O:7][CH2:8][C:9]([C:14]1[CH:15]=[CH:16][CH:17]=[CH:18][CH:19]=1)=[O:10]. (4) Given the reactants [CH3:1][N:2]1[CH2:7][CH2:6][CH:5]([NH:8][CH2:9][CH2:10][N:11]2[CH2:15][CH2:14][CH2:13][CH2:12]2)[CH2:4][CH2:3]1.[CH3:16][C:17]([O:20][C:21](O[C:21]([O:20][C:17]([CH3:19])([CH3:18])[CH3:16])=[O:22])=[O:22])([CH3:19])[CH3:18], predict the reaction product. The product is: [C:17]([O:20][C:21](=[O:22])[N:8]([CH:5]1[CH2:6][CH2:7][N:2]([CH3:1])[CH2:3][CH2:4]1)[CH2:9][CH2:10][N:11]1[CH2:15][CH2:14][CH2:13][CH2:12]1)([CH3:19])([CH3:18])[CH3:16]. (5) Given the reactants [Br:1][C:2]1[CH:3]=[C:4]([OH:8])[CH:5]=[CH:6][CH:7]=1.[CH:9]1([CH2:15][CH2:16]C2C=CC=CC=2O)[CH2:14][CH2:13][CH2:12][CH2:11][CH2:10]1.C1(P(C2C=CC=CC=2)C2C=CC=CC=2)C=CC=CC=1.CCOC(/N=N/C(OCC)=O)=O.C1(C)C=CC=CC=1, predict the reaction product. The product is: [Br:1][C:2]1[CH:7]=[CH:6][CH:5]=[C:4]([O:8][CH2:16][CH2:15][CH:9]2[CH2:14][CH2:13][CH2:12][CH2:11][CH2:10]2)[CH:3]=1. (6) The product is: [Si:24]([O:1][CH2:2][CH2:3][CH2:4][CH2:5][CH2:6][CH2:7][O:8][C:9]1[CH:14]=[CH:13][C:12]([C:15]2[CH:16]=[CH:17][C:18]([C:21]([OH:23])=[O:22])=[CH:19][CH:20]=2)=[CH:11][CH:10]=1)([C:27]([CH3:30])([CH3:29])[CH3:28])([CH3:26])[CH3:25]. Given the reactants [OH:1][CH2:2][CH2:3][CH2:4][CH2:5][CH2:6][CH2:7][O:8][C:9]1[CH:14]=[CH:13][C:12]([C:15]2[CH:20]=[CH:19][C:18]([C:21]([OH:23])=[O:22])=[CH:17][CH:16]=2)=[CH:11][CH:10]=1.[Si:24](Cl)([C:27]([CH3:30])([CH3:29])[CH3:28])([CH3:26])[CH3:25].N1C=CN=C1.C([O-])([O-])=O.[K+].[K+], predict the reaction product. (7) Given the reactants Br[C:2]1[CH:3]=[C:4]2[C:8](=[CH:9][CH:10]=1)[N:7]([CH:11]1[CH2:16][CH2:15][O:14][CH2:13][CH2:12]1)[CH:6]=[CH:5]2.C(P(C(C)(C)C)C(C)(C)C)(C)(C)C.C[Si]([N-:34][Si](C)(C)C)(C)C.[Li+], predict the reaction product. The product is: [O:14]1[CH2:15][CH2:16][CH:11]([N:7]2[C:8]3[C:4](=[CH:3][C:2]([NH2:34])=[CH:10][CH:9]=3)[CH:5]=[CH:6]2)[CH2:12][CH2:13]1. (8) Given the reactants [F:1][C:2]([F:11])([F:10])[C:3]1[N:4]=[C:5]([C:8]#[N:9])[S:6][CH:7]=1.CO[Na].[NH4+:15].[Cl-], predict the reaction product. The product is: [F:11][C:2]([F:1])([F:10])[C:3]1[N:4]=[C:5]([C:8]([NH2:15])=[NH:9])[S:6][CH:7]=1. (9) Given the reactants [C:1]12([NH2:11])[CH2:10][CH:5]3[CH2:6][CH:7]([CH2:9][CH:3]([CH2:4]3)[CH2:2]1)[CH2:8]2.[OH:12][C:13]1[CH:20]=[C:19]([O:21][CH3:22])[C:16]([CH:17]=O)=[C:15]([O:23][CH3:24])[CH:14]=1, predict the reaction product. The product is: [C:1]12([NH:11][CH2:17][C:16]3[C:15]([O:23][CH3:24])=[CH:14][C:13]([OH:12])=[CH:20][C:19]=3[O:21][CH3:22])[CH2:8][CH:7]3[CH2:6][CH:5]([CH2:4][CH:3]([CH2:9]3)[CH2:2]1)[CH2:10]2.